Dataset: Full USPTO retrosynthesis dataset with 1.9M reactions from patents (1976-2016). Task: Predict the reactants needed to synthesize the given product. (1) The reactants are: [F:1][C:2]1[CH:3]=[C:4]([CH2:9][CH:10]([NH:21][C:22](=[O:24])[CH3:23])[CH:11]2[CH:15]3[CH2:16][CH2:17][CH2:18][CH2:19][N:14]3C(=O)[O:12]2)[CH:5]=[C:6]([F:8])[CH:7]=1.[OH-].[Na+]. Given the product [F:1][C:2]1[CH:3]=[C:4]([CH:5]=[C:6]([F:8])[CH:7]=1)[CH2:9][CH:10]([NH:21][C:22](=[O:24])[CH3:23])[CH:11]([OH:12])[CH:15]1[CH2:16][CH2:17][CH2:18][CH2:19][NH:14]1, predict the reactants needed to synthesize it. (2) Given the product [CH3:14][C:4]1[CH:5]=[C:6]([C:8]([O:10][CH:11]([CH3:13])[CH3:12])=[O:9])[CH:7]=[CH:2][N:3]=1, predict the reactants needed to synthesize it. The reactants are: Cl[C:2]1[CH:7]=[C:6]([C:8]([O:10][CH:11]([CH3:13])[CH3:12])=[O:9])[CH:5]=[C:4]([CH3:14])[N:3]=1.[H][H].O.C([O-])([O-])=O.[Na+].[Na+]. (3) Given the product [CH2:10]([NH:18][C:19](=[O:29])[C:20]1[CH:25]=[CH:24][C:23]([Br:26])=[CH:22][C:21]=1[O:27][CH3:28])[CH2:11][C:12]1[CH:17]=[CH:16][CH:15]=[CH:14][CH:13]=1, predict the reactants needed to synthesize it. The reactants are: C(N)CC1C=CC=CC=1.[CH2:10]([NH:18][C:19](=[O:29])[C:20]1[CH:25]=[CH:24][C:23]([Br:26])=[CH:22][C:21]=1[O:27][CH3:28])[CH2:11][C:12]1[CH:17]=[CH:16][CH:15]=[CH:14][CH:13]=1.BrC1C=CC(C(Cl)=O)=C(OC)C=1.C(N(CC)CC)C. (4) Given the product [O:1]=[C:2]1[O:23][C:17]2([CH2:22][CH2:21][CH2:20][CH2:19][CH2:18]2)[C:5]2[CH:6]=[C:7](/[C:10](/[CH2:15][CH3:16])=[CH:11]/[C:12]#[N:14])[CH:8]=[CH:9][C:4]=2[NH:3]1, predict the reactants needed to synthesize it. The reactants are: [O:1]=[C:2]1[O:23][C:17]2([CH2:22][CH2:21][CH2:20][CH2:19][CH2:18]2)[C:5]2[CH:6]=[C:7](/[C:10](/[CH2:15][CH3:16])=[CH:11]/[C:12]([NH2:14])=O)[CH:8]=[CH:9][C:4]=2[NH:3]1.S(Cl)(Cl)=O.